From a dataset of Full USPTO retrosynthesis dataset with 1.9M reactions from patents (1976-2016). Predict the reactants needed to synthesize the given product. (1) Given the product [ClH:10].[CH:1]1([N:4]2[CH2:9][CH2:8][N:7]([C:11]3[CH:20]=[CH:19][C:18]4[CH:17]=[C:16]5[O:21][CH2:22][O:23][C:15]5=[CH:14][C:13]=4[N:12]=3)[CH2:6][CH2:5]2)[CH2:3][CH2:2]1, predict the reactants needed to synthesize it. The reactants are: [CH:1]1([N:4]2[CH2:9][CH2:8][NH:7][CH2:6][CH2:5]2)[CH2:3][CH2:2]1.[Cl:10][C:11]1[CH:20]=[CH:19][C:18]2[CH:17]=[C:16]3[O:21][CH2:22][O:23][C:15]3=[CH:14][C:13]=2[N:12]=1. (2) The reactants are: C[C:2]([O-:5])([CH3:4])C.[K+].[CH2:7]([O:9][C:10](=[O:15])[CH2:11][C:12]([CH3:14])=[O:13])[CH3:8].[CH3:16][O:17][C:18](=[O:21])[CH2:19]Cl.C[C:23](N(C)C)=[O:24]. Given the product [CH3:23][O:24][C:2](=[O:5])[CH2:4][C:11]([C:12](=[O:13])[CH3:14])([C:10]([O:9][CH2:7][CH3:8])=[O:15])[CH2:19][C:18]([O:17][CH3:16])=[O:21], predict the reactants needed to synthesize it.